Dataset: Forward reaction prediction with 1.9M reactions from USPTO patents (1976-2016). Task: Predict the product of the given reaction. (1) Given the reactants [CH2:1]([O:3][C:4]1[CH:5]=[C:6]([CH:12]([C:14]2[CH:19]=[CH:18][CH:17]=[C:16]([N:20]3[CH:24]=[CH:23][CH:22]=[CH:21]3)[CH:15]=2)[OH:13])[CH:7]=[CH:8][C:9]=1[O:10][CH3:11])[CH3:2], predict the reaction product. The product is: [CH2:1]([O:3][C:4]1[CH:5]=[C:6]([C:12]([C:14]2[CH:19]=[CH:18][CH:17]=[C:16]([N:20]3[CH:24]=[CH:23][CH:22]=[CH:21]3)[CH:15]=2)=[O:13])[CH:7]=[CH:8][C:9]=1[O:10][CH3:11])[CH3:2]. (2) Given the reactants C1(OC)C=CC=CC=1.Cl.[NH2:10][C@@H:11]([CH2:19][C:20]1[CH:25]=[CH:24][C:23]([O:26][CH2:27][C:28]#[C:29][CH3:30])=[CH:22][CH:21]=1)[C:12]([O:14]C(C)(C)C)=[O:13], predict the reaction product. The product is: [NH2:10][C@@H:11]([CH2:19][C:20]1[CH:21]=[CH:22][C:23]([O:26][CH2:27][C:28]#[C:29][CH3:30])=[CH:24][CH:25]=1)[C:12]([OH:14])=[O:13]. (3) Given the reactants [Cl:1][C:2]1[CH:3]=[C:4]([NH:14][C:15](=[O:20])[CH2:16][C:17](=O)[CH3:18])[CH:5]=[CH:6][C:7]=1[N:8]1[CH2:13][CH2:12][O:11][CH2:10][CH2:9]1.[C:21]([C:23]1[CH:24]=[C:25]([CH:31]=[CH:32][CH:33]=1)[O:26][CH2:27][C:28]([NH2:30])=O)#[CH:22].C1(C)C=CC=CC=1.[NH4+].[Cl-], predict the reaction product. The product is: [Cl:1][C:2]1[CH:3]=[C:4]([N:14]2[C:15](=[O:20])[CH:16]=[C:17]([CH3:18])[N:30]=[C:28]2[CH2:27][O:26][C:25]2[CH:31]=[CH:32][CH:33]=[C:23]([C:21]#[CH:22])[CH:24]=2)[CH:5]=[CH:6][C:7]=1[N:8]1[CH2:13][CH2:12][O:11][CH2:10][CH2:9]1. (4) Given the reactants [Br:1][C:2]1[CH:7]=[CH:6][N:5]=[C:4]([NH2:8])[CH:3]=1.[NH4+].[OH-].[C:11](OC(=O)C)(=[O:13])[CH3:12], predict the reaction product. The product is: [Br:1][C:2]1[CH:7]=[CH:6][N:5]=[C:4]([NH:8][C:11](=[O:13])[CH3:12])[CH:3]=1. (5) The product is: [CH3:1][C:5]1[CH2:6][CH2:7][C@@H:8]([C:17]([O:19][CH3:20])=[O:18])[N:9]=1. Given the reactants [CH3:1][Mg+].[Br-].O=[C:5]1[N:9](C(OC(C)(C)C)=O)[C@H:8]([C:17]([O:19][CH3:20])=[O:18])[CH2:7][CH2:6]1, predict the reaction product. (6) Given the reactants [OH:1][CH2:2][CH2:3][CH2:4][NH:5][C:6](=[O:12])[O:7][C:8]([CH3:11])([CH3:10])[CH3:9].C([O-])(O)=O.[Na+].CC1(C)N([O])C(C)(C)CCC1.ClN1C(=O)CCC1=O, predict the reaction product. The product is: [O:1]=[CH:2][CH2:3][CH2:4][NH:5][C:6](=[O:12])[O:7][C:8]([CH3:10])([CH3:9])[CH3:11].